From a dataset of Full USPTO retrosynthesis dataset with 1.9M reactions from patents (1976-2016). Predict the reactants needed to synthesize the given product. Given the product [Cl:1][C:2]1[N:3]([CH2:10][C:11]([CH3:14])([OH:12])[CH2:13][N:15]2[CH2:20][CH2:19][CH:18]([NH:21][C:22]3[CH:23]=[CH:24][C:25]([O:28][C:29]([F:30])([F:31])[F:32])=[CH:26][CH:27]=3)[CH2:17][CH2:16]2)[CH:4]=[C:5]([N+:7]([O-:9])=[O:8])[N:6]=1, predict the reactants needed to synthesize it. The reactants are: [Cl:1][C:2]1[N:3]([CH2:10][C:11]2([CH3:14])[CH2:13][O:12]2)[CH:4]=[C:5]([N+:7]([O-:9])=[O:8])[N:6]=1.[NH:15]1[CH2:20][CH2:19][CH:18]([NH:21][C:22]2[CH:27]=[CH:26][C:25]([O:28][C:29]([F:32])([F:31])[F:30])=[CH:24][CH:23]=2)[CH2:17][CH2:16]1.O.